From a dataset of Full USPTO retrosynthesis dataset with 1.9M reactions from patents (1976-2016). Predict the reactants needed to synthesize the given product. (1) Given the product [CH3:1][O:2][C:3]([C:5]1[C:13]([NH:14][C:15]2[CH:20]=[CH:19][C:18]([Br:21])=[CH:17][C:16]=2[Cl:23])=[C:12]([F:22])[C:8]2[N:9]=[CH:10][NH:11][C:7]=2[CH:6]=1)=[O:4], predict the reactants needed to synthesize it. The reactants are: [CH3:1][O:2][C:3]([C:5]1[C:13]([NH:14][C:15]2[CH:20]=[CH:19][C:18]([Br:21])=[CH:17][CH:16]=2)=[C:12]([F:22])[C:8]2[N:9]=[CH:10][NH:11][C:7]=2[CH:6]=1)=[O:4].[Cl:23]N1C(=O)CCC1=O. (2) Given the product [ClH:49].[C:1]([NH:4][C@@H:5]1[CH2:11][C@:10]2([C:20]3[CH:25]=[CH:24][CH:23]=[CH:22][CH:21]=3)[NH:12][C@H:6]1[CH2:7][CH2:8][C@@:9]2([N:42]=[N+:43]=[N-:44])[O:26][CH2:27][C:28]1[CH:33]=[C:32]([C:34]([F:35])([F:36])[F:37])[CH:31]=[C:30]([C:38]([F:39])([F:40])[F:41])[CH:29]=1)(=[O:3])[CH3:2], predict the reactants needed to synthesize it. The reactants are: [C:1]([NH:4][C@@H:5]1[CH2:11][C@:10]2([C:20]3[CH:25]=[CH:24][CH:23]=[CH:22][CH:21]=3)[N:12](CC3C=CC=CC=3)[C@H:6]1[CH2:7][CH2:8][C@@:9]2([N:42]=[N+:43]=[N-:44])[O:26][CH2:27][C:28]1[CH:33]=[C:32]([C:34]([F:37])([F:36])[F:35])[CH:31]=[C:30]([C:38]([F:41])([F:40])[F:39])[CH:29]=1)(=[O:3])[CH3:2].C(O)(=O)C.[ClH:49]. (3) Given the product [F:31][C:32]([F:37])([F:36])[C:33]([O-:35])=[O:34].[C:19]([N:17]([CH3:18])[CH:14]1[CH2:13][CH2:12][CH:11]([C@H:9]([CH3:10])[C@H:8]([NH3+:7])[C:22]([N:24]2[CH2:28][CH2:27][C@H:26]([F:29])[CH2:25]2)=[O:23])[CH2:16][CH2:15]1)(=[O:21])[CH3:20], predict the reactants needed to synthesize it. The reactants are: C(OC(=O)[NH:7][C@H:8]([C:22]([N:24]1[CH2:28][CH2:27][C@H:26]([F:29])[CH2:25]1)=[O:23])[C@H:9]([CH:11]1[CH2:16][CH2:15][CH:14]([N:17]([C:19](=[O:21])[CH3:20])[CH3:18])[CH2:13][CH2:12]1)[CH3:10])(C)(C)C.[F:31][C:32]([F:37])([F:36])[C:33]([OH:35])=[O:34].